This data is from Reaction yield outcomes from USPTO patents with 853,638 reactions. The task is: Predict the reaction yield, written as a fraction of the theoretical maximum amount of product (1.0 means a 100% yield; for example, 0.34 means a 34% yield). The reactants are [C:1]([O:4][CH:5]1[C:9]2=[N:10][CH:11]=[C:12]([NH2:29])[C:13]([N:14]3[CH2:19][C@H:18]([CH3:20])[CH2:17][C@H:16]([NH:21][C:22]([O:24][C:25]([CH3:28])([CH3:27])[CH3:26])=[O:23])[CH2:15]3)=[C:8]2[CH2:7][CH2:6]1)(=[O:3])[CH3:2].[F:30][C:31]1[C:36]([O:37][CH3:38])=[CH:35][CH:34]=[C:33]([F:39])[C:32]=1[C:40]1[N:45]=[C:44]([C:46](O)=[O:47])[CH:43]=[CH:42][C:41]=1[F:49].CN(C(ON1N=NC2C=CC=NC1=2)=[N+](C)C)C.F[P-](F)(F)(F)(F)F.CCN(C(C)C)C(C)C. The catalyst is CN(C=O)C.CO. The product is [C:1]([O:4][CH:5]1[C:9]2=[N:10][CH:11]=[C:12]([NH:29][C:46]([C:44]3[CH:43]=[CH:42][C:41]([F:49])=[C:40]([C:32]4[C:33]([F:39])=[CH:34][CH:35]=[C:36]([O:37][CH3:38])[C:31]=4[F:30])[N:45]=3)=[O:47])[C:13]([N:14]3[CH2:19][C@H:18]([CH3:20])[CH2:17][C@H:16]([NH:21][C:22]([O:24][C:25]([CH3:28])([CH3:27])[CH3:26])=[O:23])[CH2:15]3)=[C:8]2[CH2:7][CH2:6]1)(=[O:3])[CH3:2]. The yield is 0.380.